From a dataset of Forward reaction prediction with 1.9M reactions from USPTO patents (1976-2016). Predict the product of the given reaction. (1) Given the reactants O.NN.[C:4](#[N:11])[C:5]1[CH:10]=[CH:9][CH:8]=[CH:7][CH:6]=1.Cl.[C:13]([NH2:16])(=[NH:15])[CH3:14].[S].[N:18]([O-])=O.[Na+], predict the reaction product. The product is: [CH3:14][C:13]1[N:15]=[N:11][C:4]([C:5]2[CH:10]=[CH:9][CH:8]=[CH:7][CH:6]=2)=[N:18][N:16]=1. (2) Given the reactants [C:1]([OH:10])(=[O:9])[CH2:2][CH2:3][CH2:4][CH2:5][CH2:6][CH2:7][CH3:8].[NH2:11][C@H:12]([C:18]([OH:20])=[O:19])[CH2:13][CH2:14][CH2:15][CH2:16][NH2:17], predict the reaction product. The product is: [NH2:11][C@H:12]([C:18]([OH:20])=[O:19])[CH2:13][CH2:14][CH2:15][CH2:16][NH2:17].[C:1]([O-:10])(=[O:9])[CH2:2][CH2:3][CH2:4][CH2:5][CH2:6][CH2:7][CH3:8]. (3) Given the reactants [OH:1][C:2]1[CH:8]=[C:7]([N+:9]([O-:11])=[O:10])[CH:6]=[CH:5][C:3]=1[NH2:4].[CH3:12][O:13][C:14]1[CH:15]=[C:16]([N:20]=[C:21]=[O:22])[CH:17]=[CH:18][CH:19]=1, predict the reaction product. The product is: [OH:1][C:2]1[CH:8]=[C:7]([N+:9]([O-:11])=[O:10])[CH:6]=[CH:5][C:3]=1[NH:4][C:21]([NH:20][C:16]1[CH:17]=[CH:18][CH:19]=[C:14]([O:13][CH3:12])[CH:15]=1)=[O:22]. (4) Given the reactants C([N-]C(C)C)(C)C.[Li+].[C:9]1([CH2:15][C:16]([OH:18])=[O:17])[CH:14]=[CH:13][CH:12]=[CH:11][CH:10]=1.[C:19]1(=[O:25])[CH2:24][CH2:23][CH2:22][CH2:21][CH2:20]1.CCOC(C)=O, predict the reaction product. The product is: [OH:25][C:19]1([CH:15]([C:9]2[CH:14]=[CH:13][CH:12]=[CH:11][CH:10]=2)[C:16]([OH:18])=[O:17])[CH2:24][CH2:23][CH2:22][CH2:21][CH2:20]1. (5) Given the reactants [N+:1]([C:4]1[CH:9]=[CH:8][CH:7]=[C:6]([N+:10]([O-])=O)[C:5]=1[OH:13])([O-:3])=[O:2].[H][H], predict the reaction product. The product is: [NH2:10][C:6]1[CH:7]=[CH:8][CH:9]=[C:4]([N+:1]([O-:3])=[O:2])[C:5]=1[OH:13]. (6) Given the reactants [OH:1][C:2]1[CH:7]=[CH:6][C:5]([CH2:8][CH2:9][C:10]([O:12][CH3:13])=[O:11])=[CH:4][CH:3]=1.C([O-])([O-])=O.[K+].[K+].[CH2:20](Br)[CH:21]=[CH2:22], predict the reaction product. The product is: [CH2:22]([O:1][C:2]1[CH:3]=[CH:4][C:5]([CH2:8][CH2:9][C:10]([O:12][CH3:13])=[O:11])=[CH:6][CH:7]=1)[CH:21]=[CH2:20]. (7) The product is: [F:19][C:2]([F:1])([C:6]([F:17])([F:18])[C:7]([F:15])([F:16])[C:8]([F:13])([F:14])[C:9]([F:12])([F:10])[C:30]([F:33])([F:32])[F:31])[C:3]([OH:5])=[O:4]. Given the reactants [F:1][C:2]([F:19])([C:6]([F:18])([F:17])[C:7]([F:16])([F:15])[C:8]([F:14])([F:13])[C:9]([F:12])(F)[F:10])[C:3]([OH:5])=[O:4].FC(F)(C(F)(F)C(F)(F)C(F)(F)C(F)(F)C(F)(F)[C:30]([F:33])([F:32])[F:31])C(O)=O.FC(F)(C(F)(F)C(F)(F)C(F)(F)C(F)(F)C(F)(F)C(O)=O)C(O)=O.FC(F)(C(F)(F)C(F)(F)C(F)(F)F)C(O)=O.FC(F)(C(F)(F)C(F)(F)F)C(O)=O.FC(F)(C(F)(F)F)C(O)=O.FC(F)(C(F)(F)C(F)(F)C(F)(F)C(F)(F)C(F)(F)F)C(OC)=O.FC(F)(C(F)(F)C(F)(F)C(F)(F)C(F)(F)F)C(OC)=O.FC(F)(C(F)(F)C(F)(F)C(F)(F)C(F)(F)C(F)(F)C(F)(F)F)C(OC)=O.FC(F)(C(F)(F)C(F)(F)C(F)(F)F)C(OC)=O.FC(F)(C(F)(F)C(F)(F)F)C(OC)=O.FC(F)(C(F)(F)F)C(OC)=O.FC(F)(C(F)(F)C(F)(F)C(F)(F)C(F)(F)C(F)(F)C(OC)=O)C(OC)=O, predict the reaction product. (8) Given the reactants Cl.Cl.[NH:3]1[CH2:6][CH:5]([C:7]2[C:8]([O:30][CH3:31])=[C:9]([CH:15]([N:17]3[C:21]4=[N:22][CH:23]=[N:24][C:25]([NH2:26])=[C:20]4[C:19]([CH:27]([F:29])[F:28])=[N:18]3)[CH3:16])[CH:10]=[C:11]([Cl:14])[C:12]=2[F:13])[CH2:4]1.[Si]([O:39][CH2:40][CH:41]=O)(C(C)(C)C)(C)C.C(N(CC)CC)C.C(O[BH-](OC(=O)C)OC(=O)C)(=O)C.[Na+].Cl.O, predict the reaction product. The product is: [NH2:26][C:25]1[N:24]=[CH:23][N:22]=[C:21]2[N:17]([CH:15]([C:9]3[C:8]([O:30][CH3:31])=[C:7]([CH:5]4[CH2:6][N:3]([CH2:41][CH2:40][OH:39])[CH2:4]4)[C:12]([F:13])=[C:11]([Cl:14])[CH:10]=3)[CH3:16])[N:18]=[C:19]([CH:27]([F:29])[F:28])[C:20]=12. (9) Given the reactants [F:1][C@H:2]1[C@@H:7]([O:8][C:9]2[CH:16]=[CH:15][C:14]([C:17]3[N:22]=[C:21]([NH:23][C:24]4[CH:29]=[CH:28][C:27]([N:30]5[CH2:35][CH2:34][N:33]([CH:36]6[CH2:39][O:38][CH2:37]6)[CH2:32][CH2:31]5)=[CH:26][CH:25]=4)[N:20]=[CH:19][N:18]=3)=[CH:13][C:10]=2[C:11]#[N:12])[CH2:6][CH2:5][NH:4][CH2:3]1.C(N(CC)C(C)C)(C)C.CN(C(ON1N=NC2C=CC=NC1=2)=[N+](C)C)C.F[P-](F)(F)(F)(F)F.[NH:73]1[C:77]([CH2:78][C:79](O)=[O:80])=[CH:76][CH:75]=[N:74]1, predict the reaction product. The product is: [NH:73]1[C:77]([CH2:78][C:79]([N:4]2[CH2:5][CH2:6][C@H:7]([O:8][C:9]3[CH:16]=[CH:15][C:14]([C:17]4[N:22]=[C:21]([NH:23][C:24]5[CH:29]=[CH:28][C:27]([N:30]6[CH2:31][CH2:32][N:33]([CH:36]7[CH2:39][O:38][CH2:37]7)[CH2:34][CH2:35]6)=[CH:26][CH:25]=5)[N:20]=[CH:19][N:18]=4)=[CH:13][C:10]=3[C:11]#[N:12])[C@H:2]([F:1])[CH2:3]2)=[O:80])=[CH:76][CH:75]=[N:74]1. (10) Given the reactants [CH3:1][C:2]([CH3:29])([CH3:28])[CH2:3][N:4]([CH3:27])[C:5]1[C:10]([N+:11]([O-])=O)=[C:9]([NH:14][C:15]2[CH:20]=[C:19]([C:21]3[NH:25][CH:24]=[N:23][N:22]=3)[CH:18]=[CH:17][C:16]=2[CH3:26])[N:8]=[CH:7][N:6]=1, predict the reaction product. The product is: [CH3:1][C:2]([CH3:29])([CH3:28])[CH2:3][N:4]([CH3:27])[C:5]1[C:10]([NH2:11])=[C:9]([NH:14][C:15]2[CH:20]=[C:19]([C:21]3[NH:25][CH:24]=[N:23][N:22]=3)[CH:18]=[CH:17][C:16]=2[CH3:26])[N:8]=[CH:7][N:6]=1.